Dataset: NCI-60 drug combinations with 297,098 pairs across 59 cell lines. Task: Regression. Given two drug SMILES strings and cell line genomic features, predict the synergy score measuring deviation from expected non-interaction effect. (1) Drug 1: C1=NC2=C(N1)C(=S)N=CN2. Drug 2: CC(C)CN1C=NC2=C1C3=CC=CC=C3N=C2N. Cell line: NCI-H322M. Synergy scores: CSS=26.5, Synergy_ZIP=-3.33, Synergy_Bliss=-0.615, Synergy_Loewe=-4.50, Synergy_HSA=-2.36. (2) Drug 1: CCC1(CC2CC(C3=C(CCN(C2)C1)C4=CC=CC=C4N3)(C5=C(C=C6C(=C5)C78CCN9C7C(C=CC9)(C(C(C8N6C)(C(=O)OC)O)OC(=O)C)CC)OC)C(=O)OC)O.OS(=O)(=O)O. Drug 2: COC1=C2C(=CC3=C1OC=C3)C=CC(=O)O2. Cell line: SNB-75. Synergy scores: CSS=5.49, Synergy_ZIP=-4.51, Synergy_Bliss=-4.03, Synergy_Loewe=-88.9, Synergy_HSA=-3.18. (3) Drug 1: CC1C(C(CC(O1)OC2CC(CC3=C2C(=C4C(=C3O)C(=O)C5=C(C4=O)C(=CC=C5)OC)O)(C(=O)CO)O)N)O.Cl. Drug 2: C1CN(CCN1C(=O)CCBr)C(=O)CCBr. Cell line: K-562. Synergy scores: CSS=21.9, Synergy_ZIP=-6.73, Synergy_Bliss=-1.81, Synergy_Loewe=-5.38, Synergy_HSA=-5.70. (4) Drug 1: CCN(CC)CCCC(C)NC1=C2C=C(C=CC2=NC3=C1C=CC(=C3)Cl)OC. Drug 2: B(C(CC(C)C)NC(=O)C(CC1=CC=CC=C1)NC(=O)C2=NC=CN=C2)(O)O. Cell line: UO-31. Synergy scores: CSS=41.9, Synergy_ZIP=1.67, Synergy_Bliss=3.32, Synergy_Loewe=-49.2, Synergy_HSA=0.252. (5) Drug 1: C1CN1C2=NC(=NC(=N2)N3CC3)N4CC4. Drug 2: CC1=C(C(=O)C2=C(C1=O)N3CC4C(C3(C2COC(=O)N)OC)N4)N. Cell line: NCIH23. Synergy scores: CSS=57.4, Synergy_ZIP=0.256, Synergy_Bliss=0.587, Synergy_Loewe=-3.13, Synergy_HSA=3.25. (6) Drug 1: C1=NC(=NC(=O)N1C2C(C(C(O2)CO)O)O)N. Drug 2: C1=CC=C(C=C1)NC(=O)CCCCCCC(=O)NO. Cell line: OVCAR-8. Synergy scores: CSS=37.0, Synergy_ZIP=-5.62, Synergy_Bliss=-2.31, Synergy_Loewe=-20.6, Synergy_HSA=0.715. (7) Drug 1: CC1=C2C(C(=O)C3(C(CC4C(C3C(C(C2(C)C)(CC1OC(=O)C(C(C5=CC=CC=C5)NC(=O)OC(C)(C)C)O)O)OC(=O)C6=CC=CC=C6)(CO4)OC(=O)C)O)C)O. Drug 2: C1C(C(OC1N2C=NC(=NC2=O)N)CO)O. Cell line: NCI-H322M. Synergy scores: CSS=3.24, Synergy_ZIP=-1.84, Synergy_Bliss=-0.647, Synergy_Loewe=-3.33, Synergy_HSA=-0.247.